From a dataset of Reaction yield outcomes from USPTO patents with 853,638 reactions. Predict the reaction yield, written as a fraction of the theoretical maximum amount of product (1.0 means a 100% yield; for example, 0.34 means a 34% yield). (1) The reactants are [F:1][C:2]1[CH:10]=[CH:9][CH:8]=[C:7]2[C:3]=1[CH:4]=[CH:5][NH:6]2.C([BH3-])#N.[Na+].[OH-].[Na+]. The catalyst is C(O)(=O)C. The product is [F:1][C:2]1[CH:10]=[CH:9][CH:8]=[C:7]2[C:3]=1[CH2:4][CH2:5][NH:6]2. The yield is 0.529. (2) The product is [Br:50][CH2:16][C:14]1[CH:13]=[CH:12][CH:11]=[C:10]([CH2:9][O:8][C:7]([C:24]2[CH:29]=[CH:28][CH:27]=[CH:26][CH:25]=2)([C:18]2[CH:23]=[CH:22][CH:21]=[CH:20][CH:19]=2)[C:1]2[CH:6]=[CH:5][CH:4]=[CH:3][CH:2]=2)[N:15]=1. The catalyst is C(Cl)Cl. The reactants are [C:1]1([C:7]([C:24]2[CH:29]=[CH:28][CH:27]=[CH:26][CH:25]=2)([C:18]2[CH:23]=[CH:22][CH:21]=[CH:20][CH:19]=2)[O:8][CH2:9][C:10]2[N:15]=[C:14]([CH2:16]O)[CH:13]=[CH:12][CH:11]=2)[CH:6]=[CH:5][CH:4]=[CH:3][CH:2]=1.C1(P(C2C=CC=CC=2)C2C=CC=CC=2)C=CC=CC=1.C(Br)(Br)(Br)[Br:50]. The yield is 0.860. (3) The reactants are [Cl:1][C:2]1[C:7]([C:8]([OH:10])=[O:9])=[CH:6][N:5]=[CH:4][CH:3]=1.[CH2:11](O)[CH3:12].CCN(C(C)C)C(C)C. The catalyst is S(Cl)(Cl)=O. The product is [Cl:1][C:2]1[C:7]([C:8]([O:10][CH2:11][CH3:12])=[O:9])=[CH:6][N:5]=[CH:4][CH:3]=1. The yield is 0.940. (4) The reactants are Cl[C:2]1[N:3]=[C:4]([OH:12])[C:5]2[CH:11]=[CH:10][N:9]=[CH:8][C:6]=2[N:7]=1.[CH2:13]([N:20]([CH3:28])[C:21]1[CH:26]=[CH:25][C:24]([OH:27])=[CH:23][CH:22]=1)[C:14]1[CH:19]=[CH:18][CH:17]=[CH:16][CH:15]=1. No catalyst specified. The product is [CH2:13]([N:20]([CH3:28])[C:21]1[CH:22]=[CH:23][C:24]([O:27][C:2]2[N:3]=[C:4]([OH:12])[C:5]3[CH:11]=[CH:10][N:9]=[CH:8][C:6]=3[N:7]=2)=[CH:25][CH:26]=1)[C:14]1[CH:15]=[CH:16][CH:17]=[CH:18][CH:19]=1. The yield is 0.0500. (5) The reactants are [Br:1][C:2]1[S:6][C:5]2=[C:7]([C:10](OCC)=[O:11])[N:8]=[CH:9][N:4]2[CH:3]=1.[H-].C([Al+]CC(C)C)C(C)C.C(C(C(C([O-])=O)O)O)([O-])=O.[Na+].[K+]. The catalyst is C1(C)C=CC=CC=1. The product is [Br:1][C:2]1[S:6][C:5]2=[C:7]([CH2:10][OH:11])[N:8]=[CH:9][N:4]2[CH:3]=1. The yield is 0.990. (6) The product is [CH3:9][S:8][C:3]1[CH:4]=[CH:5][CH:6]=[CH:7][C:2]=1[O:1][C:11]1[CH:16]=[CH:15][CH:14]=[CH:13][C:12]=1[N+:17]([O-:19])=[O:18].[CH3:20][S:21][C:22]1[CH:35]=[CH:34][CH:33]=[CH:32][C:23]=1[O:24][C:25]1[CH:31]=[CH:30][CH:29]=[CH:28][C:26]=1[NH:27][C:2]([NH:36][C:37]1[S:38][CH:39]=[CH:40][N:41]=1)=[O:1]. The yield is 0.680. No catalyst specified. The reactants are [OH:1][C:2]1[CH:7]=[CH:6][CH:5]=[CH:4][C:3]=1[S:8][CH3:9].F[C:11]1[CH:16]=[CH:15][CH:14]=[CH:13][C:12]=1[N+:17]([O-:19])=[O:18].[CH3:20][S:21][C:22]1[CH:35]=[CH:34][CH:33]=[CH:32][C:23]=1[O:24][C:25]1[CH:31]=[CH:30][CH:29]=[CH:28][C:26]=1[NH2:27].[NH2:36][C:37]1[S:38][CH:39]=[CH:40][N:41]=1.